Regression. Given two drug SMILES strings and cell line genomic features, predict the synergy score measuring deviation from expected non-interaction effect. From a dataset of NCI-60 drug combinations with 297,098 pairs across 59 cell lines. (1) Drug 1: COC1=NC(=NC2=C1N=CN2C3C(C(C(O3)CO)O)O)N. Drug 2: CC1CCC2CC(C(=CC=CC=CC(CC(C(=O)C(C(C(=CC(C(=O)CC(OC(=O)C3CCCCN3C(=O)C(=O)C1(O2)O)C(C)CC4CCC(C(C4)OC)O)C)C)O)OC)C)C)C)OC. Cell line: RXF 393. Synergy scores: CSS=3.90, Synergy_ZIP=0.545, Synergy_Bliss=3.10, Synergy_Loewe=-6.16, Synergy_HSA=-3.18. (2) Drug 1: C1C(C(OC1N2C=C(C(=O)NC2=O)F)CO)O. Drug 2: C1CC(C1)(C(=O)O)C(=O)O.[NH2-].[NH2-].[Pt+2]. Cell line: UACC-257. Synergy scores: CSS=9.68, Synergy_ZIP=-3.73, Synergy_Bliss=-0.109, Synergy_Loewe=1.29, Synergy_HSA=1.67. (3) Drug 1: CN(CC1=CN=C2C(=N1)C(=NC(=N2)N)N)C3=CC=C(C=C3)C(=O)NC(CCC(=O)O)C(=O)O. Drug 2: C1CCC(C(C1)N)N.C(=O)(C(=O)[O-])[O-].[Pt+4]. Cell line: SK-OV-3. Synergy scores: CSS=17.0, Synergy_ZIP=-7.87, Synergy_Bliss=0.480, Synergy_Loewe=-19.2, Synergy_HSA=-2.18. (4) Drug 1: CC1=CC2C(CCC3(C2CCC3(C(=O)C)OC(=O)C)C)C4(C1=CC(=O)CC4)C. Drug 2: CN1C2=C(C=C(C=C2)N(CCCl)CCCl)N=C1CCCC(=O)O.Cl. Cell line: RXF 393. Synergy scores: CSS=-8.18, Synergy_ZIP=1.27, Synergy_Bliss=-1.63, Synergy_Loewe=-7.11, Synergy_HSA=-5.89. (5) Drug 1: CC12CCC3C(C1CCC2=O)CC(=C)C4=CC(=O)C=CC34C. Drug 2: CC1C(C(CC(O1)OC2CC(CC3=C2C(=C4C(=C3O)C(=O)C5=C(C4=O)C(=CC=C5)OC)O)(C(=O)CO)O)N)O.Cl. Cell line: HCC-2998. Synergy scores: CSS=53.8, Synergy_ZIP=4.71, Synergy_Bliss=5.38, Synergy_Loewe=5.55, Synergy_HSA=6.48. (6) Drug 1: C1CC(=O)NC(=O)C1N2C(=O)C3=CC=CC=C3C2=O. Drug 2: C1C(C(OC1N2C=NC(=NC2=O)N)CO)O. Cell line: MDA-MB-435. Synergy scores: CSS=-1.22, Synergy_ZIP=5.54, Synergy_Bliss=4.08, Synergy_Loewe=-1.11, Synergy_HSA=-3.20. (7) Drug 1: CN(C)N=NC1=C(NC=N1)C(=O)N. Drug 2: CC1=C(C(=O)C2=C(C1=O)N3CC4C(C3(C2COC(=O)N)OC)N4)N. Cell line: A549. Synergy scores: CSS=37.7, Synergy_ZIP=0.958, Synergy_Bliss=0.119, Synergy_Loewe=-17.0, Synergy_HSA=-0.0146. (8) Drug 1: CC1=C(C=C(C=C1)C(=O)NC2=CC(=CC(=C2)C(F)(F)F)N3C=C(N=C3)C)NC4=NC=CC(=N4)C5=CN=CC=C5. Synergy scores: CSS=-2.22, Synergy_ZIP=2.37, Synergy_Bliss=1.62, Synergy_Loewe=-1.27, Synergy_HSA=-2.95. Cell line: BT-549. Drug 2: COCCOC1=C(C=C2C(=C1)C(=NC=N2)NC3=CC=CC(=C3)C#C)OCCOC.Cl.